Dataset: Catalyst prediction with 721,799 reactions and 888 catalyst types from USPTO. Task: Predict which catalyst facilitates the given reaction. Reactant: [CH3:1][C:2]1[N:7]=[CH:6][N:5]2[N:8]=[CH:9][N:10]=[C:4]2[C:3]=1[CH2:11][CH2:12][CH3:13].[Br:14]Br. Product: [Br:14][CH2:1][C:2]1[N:7]=[CH:6][N:5]2[N:8]=[CH:9][N:10]=[C:4]2[C:3]=1[CH2:11][CH2:12][CH3:13]. The catalyst class is: 15.